Task: Regression. Given a peptide amino acid sequence and an MHC pseudo amino acid sequence, predict their binding affinity value. This is MHC class I binding data.. Dataset: Peptide-MHC class I binding affinity with 185,985 pairs from IEDB/IMGT (1) The peptide sequence is VVNKNVERPM. The MHC is H-2-Kb with pseudo-sequence H-2-Kb. The binding affinity (normalized) is 0. (2) The peptide sequence is KLEKTKTRL. The MHC is HLA-A02:02 with pseudo-sequence HLA-A02:02. The binding affinity (normalized) is 0.334.